Predict the product of the given reaction. From a dataset of Forward reaction prediction with 1.9M reactions from USPTO patents (1976-2016). (1) Given the reactants C[Si]([C:5]#[C:6][C:7]1[CH:12]=[CH:11][CH:10]=[CH:9][C:8]=1[CH2:13][C:14]([O:16][CH3:17])=[O:15])(C)C.CCCC[N+](CCCC)(CCCC)CCCC.[F-], predict the reaction product. The product is: [C:6]([C:7]1[CH:12]=[CH:11][CH:10]=[CH:9][C:8]=1[CH2:13][C:14]([O:16][CH3:17])=[O:15])#[CH:5]. (2) Given the reactants [CH:1]1([C:7]2([CH2:22]OS(C)(=O)=O)[CH2:13][CH:12]3[N:14]([C:15]([O:17][C:18]([CH3:21])([CH3:20])[CH3:19])=[O:16])[CH:9]([CH2:10][CH2:11]3)[CH2:8]2)[CH2:6][CH2:5][CH2:4][CH2:3][CH2:2]1.[NH:28]1[CH:32]=[N:31][CH:30]=[N:29]1.[Na], predict the reaction product. The product is: [CH:1]1([C:7]2([CH2:22][N:28]3[CH:32]=[N:31][CH:30]=[N:29]3)[CH2:13][CH:12]3[N:14]([C:15]([O:17][C:18]([CH3:21])([CH3:20])[CH3:19])=[O:16])[CH:9]([CH2:10][CH2:11]3)[CH2:8]2)[CH2:6][CH2:5][CH2:4][CH2:3][CH2:2]1. (3) The product is: [C:1]([CH:5]1[CH2:14][CH2:13][C:12]2[N:11]=[C:10]([S:15][CH2:19][C:18]#[N:20])[C:9]([C:16]#[N:17])=[CH:8][C:7]=2[CH2:6]1)([CH3:4])([CH3:2])[CH3:3]. Given the reactants [C:1]([CH:5]1[CH2:14][CH2:13][C:12]2[N:11]=[C:10]([SH:15])[C:9]([C:16]#[N:17])=[CH:8][C:7]=2[CH2:6]1)([CH3:4])([CH3:3])[CH3:2].[CH2:18]([N:20](CC)CC)[CH3:19].ClCC#N, predict the reaction product. (4) Given the reactants [N:1]1[CH:6]=[CH:5][CH:4]=[C:3](B(O)O)[CH:2]=1.Br[C:11]1[CH:16]=[CH:15][C:14]([C:17]([N:19]2[CH2:23][CH2:22][CH2:21][C@H:20]2[CH2:24][N:25]2[CH2:29][CH2:28][CH2:27][CH2:26]2)=[O:18])=[C:13]([F:30])[CH:12]=1, predict the reaction product. The product is: [F:30][C:13]1[C:12]([C:4]2[CH:5]=[CH:6][N:1]=[CH:2][CH:3]=2)=[CH:11][CH:16]=[CH:15][C:14]=1[C:17]([N:19]1[CH2:23][CH2:22][CH2:21][C@H:20]1[CH2:24][N:25]1[CH2:29][CH2:28][CH2:27][CH2:26]1)=[O:18]. (5) The product is: [CH3:1][O:2][C:3]1[CH:4]=[C:5]2[C:10](=[CH:11][C:12]=1[O:13][CH3:14])[N:9]=[CH:8][CH:7]=[C:6]2[O:15][C:16]1[CH:22]=[CH:21][C:19]([NH:20][C:41]([C:28]2[C:27]([O:26][CH2:24][CH3:25])=[CH:31][N:30]([C:32]3[CH:37]=[CH:36][CH:35]=[C:34]([N+:38]([O-:40])=[O:39])[CH:33]=3)[N:29]=2)=[O:42])=[CH:18][C:17]=1[F:23]. Given the reactants [CH3:1][O:2][C:3]1[CH:4]=[C:5]2[C:10](=[CH:11][C:12]=1[O:13][CH3:14])[N:9]=[CH:8][CH:7]=[C:6]2[O:15][C:16]1[CH:22]=[CH:21][C:19]([NH2:20])=[CH:18][C:17]=1[F:23].[CH2:24]([O:26][C:27]1[C:28]([C:41](Cl)=[O:42])=[N:29][N:30]([C:32]2[CH:37]=[CH:36][CH:35]=[C:34]([N+:38]([O-:40])=[O:39])[CH:33]=2)[CH:31]=1)[CH3:25], predict the reaction product.